Dataset: Full USPTO retrosynthesis dataset with 1.9M reactions from patents (1976-2016). Task: Predict the reactants needed to synthesize the given product. (1) Given the product [F:11][C:12]1[CH:17]=[CH:16][CH:15]=[CH:14][C:13]=1[C:2]1[CH:7]=[CH:6][C:5]([N+:8]([O-:10])=[O:9])=[CH:4][N:3]=1, predict the reactants needed to synthesize it. The reactants are: Br[C:2]1[CH:7]=[CH:6][C:5]([N+:8]([O-:10])=[O:9])=[CH:4][N:3]=1.[F:11][C:12]1[CH:17]=[CH:16][CH:15]=[CH:14][C:13]=1B(O)O.C1(P(C2C=CC=CC=2)C2C=CC=CC=2)C=CC=CC=1.C(=O)([O-])[O-].[Na+].[Na+]. (2) Given the product [N:1]1([C:11]2[C:12]([CH2:17][N:18]([CH2:19][C:20]3[C:25]([CH3:26])=[CH:24][C:23]([CH3:27])=[CH:22][N:21]=3)[CH2:42][CH2:41][CH2:40][CH2:39][N:30]3[C:31](=[O:38])[C:32]4[C:37](=[CH:36][CH:35]=[CH:34][CH:33]=4)[C:29]3=[O:28])=[N:13][CH:14]=[CH:15][CH:16]=2)[C:10]2[C:5](=[CH:6][CH:7]=[CH:8][CH:9]=2)[CH2:4][CH2:3][CH2:2]1, predict the reactants needed to synthesize it. The reactants are: [N:1]1([C:11]2[C:12]([CH2:17][NH:18][CH2:19][C:20]3[C:25]([CH3:26])=[CH:24][C:23]([CH3:27])=[CH:22][N:21]=3)=[N:13][CH:14]=[CH:15][CH:16]=2)[C:10]2[C:5](=[CH:6][CH:7]=[CH:8][CH:9]=2)[CH2:4][CH2:3][CH2:2]1.[O:28]=[C:29]1[C:37]2[C:32](=[CH:33][CH:34]=[CH:35][CH:36]=2)[C:31](=[O:38])[N:30]1[CH2:39][CH2:40][CH2:41][CH:42]=O.[BH-](OC(C)=O)(OC(C)=O)OC(C)=O.[Na+]. (3) Given the product [CH3:23][C:20]1[CH:21]=[CH:22][C:17]([O:16][C:10]2[C:9]3[C:14](=[CH:15][C:6]([O:5][CH2:4][CH2:3][CH2:2][N:34]4[CH2:39][CH2:38][O:37][CH2:36][CH2:35]4)=[C:7]([O:32][CH3:33])[CH:8]=3)[N:13]=[CH:12][CH:11]=2)=[C:18]([C:24]([C:26]2[CH:27]=[CH:28][CH:29]=[CH:30][CH:31]=2)=[O:25])[CH:19]=1, predict the reactants needed to synthesize it. The reactants are: Cl[CH2:2][CH2:3][CH2:4][O:5][C:6]1[CH:15]=[C:14]2[C:9]([C:10]([O:16][C:17]3[CH:22]=[CH:21][C:20]([CH3:23])=[CH:19][C:18]=3[C:24]([C:26]3[CH:31]=[CH:30][CH:29]=[CH:28][CH:27]=3)=[O:25])=[CH:11][CH:12]=[N:13]2)=[CH:8][C:7]=1[O:32][CH3:33].[NH:34]1[CH2:39][CH2:38][O:37][CH2:36][CH2:35]1.C(=O)([O-])[O-].[K+].[K+].O. (4) Given the product [CH2:38]([N:40]([CH2:41][CH3:42])[CH2:36][CH2:35][O:34][C:32](=[O:33])[NH:1][CH2:2][C@H:3]1[CH2:4][C@H:5]([N:7]2[C:11]3[N:12]=[CH:13][N:14]=[C:15]([NH2:16])[C:10]=3[C:9]([C:17]3[CH:22]=[CH:21][CH:20]=[C:19]([O:23][CH2:24][C:25]4[CH:30]=[CH:29][CH:28]=[CH:27][CH:26]=4)[CH:18]=3)=[CH:8]2)[CH2:6]1)[CH3:39], predict the reactants needed to synthesize it. The reactants are: [NH2:1][CH2:2][C@H:3]1[CH2:6][C@H:5]([N:7]2[C:11]3[N:12]=[CH:13][N:14]=[C:15]([NH2:16])[C:10]=3[C:9]([C:17]3[CH:22]=[CH:21][CH:20]=[C:19]([O:23][CH2:24][C:25]4[CH:30]=[CH:29][CH:28]=[CH:27][CH:26]=4)[CH:18]=3)=[CH:8]2)[CH2:4]1.Cl[C:32]([O:34][CH2:35][CH2:36]Br)=[O:33].[CH2:38]([N:40](CC)[CH2:41][CH3:42])[CH3:39].C(NCC)C. (5) Given the product [NH2:21][C:19]1[CH:18]=[CH:17][CH:16]=[C:15]2[C:20]=1[C:12]([CH2:11][CH2:10][CH2:9][O:8][Si:1]([C:4]([CH3:7])([CH3:6])[CH3:5])([CH3:2])[CH3:3])=[N:13][N:14]2[C:24]([O:26][C:27]([CH3:30])([CH3:29])[CH3:28])=[O:25], predict the reactants needed to synthesize it. The reactants are: [Si:1]([O:8][CH2:9][C:10]#[C:11][C:12]1[C:20]2[C:15](=[CH:16][CH:17]=[CH:18][C:19]=2[N+:21]([O-])=O)[N:14]([C:24]([O:26][C:27]([CH3:30])([CH3:29])[CH3:28])=[O:25])[N:13]=1)([C:4]([CH3:7])([CH3:6])[CH3:5])([CH3:3])[CH3:2].